From a dataset of Full USPTO retrosynthesis dataset with 1.9M reactions from patents (1976-2016). Predict the reactants needed to synthesize the given product. Given the product [NH2:1][C:2]1[N:7]=[CH:6][C:5]([P:8](=[O:13])([O:11][CH3:12])[O:9][CH3:10])=[CH:4][C:3]=1[C:14]1[CH:19]=[CH:18][C:17]([NH:20][C:22]([NH:21][C:24]2[CH:29]=[CH:28][CH:27]=[C:26]([C:30]([F:31])([F:32])[F:33])[CH:25]=2)=[O:23])=[CH:16][CH:15]=1, predict the reactants needed to synthesize it. The reactants are: [NH2:1][C:2]1[N:7]=[CH:6][C:5]([P:8](=[O:13])([O:11][CH3:12])[O:9][CH3:10])=[CH:4][C:3]=1[C:14]1[CH:19]=[CH:18][C:17]([NH2:20])=[CH:16][CH:15]=1.[N:21]([C:24]1[CH:29]=[CH:28][CH:27]=[C:26]([C:30]([F:33])([F:32])[F:31])[CH:25]=1)=[C:22]=[O:23].